From a dataset of Reaction yield outcomes from USPTO patents with 853,638 reactions. Predict the reaction yield, written as a fraction of the theoretical maximum amount of product (1.0 means a 100% yield; for example, 0.34 means a 34% yield). (1) The reactants are [CH:1]([C:3]1[C:4]([CH3:20])=[C:5]([NH:9][C:10](=[O:19])[O:11][CH2:12][C:13]2[CH:18]=[CH:17][CH:16]=[CH:15][CH:14]=2)[CH:6]=[CH:7][CH:8]=1)=O.[N+:21]([CH2:24][CH3:25])([O-:23])=[O:22].C([O-])(=O)C.[NH4+]. No catalyst specified. The product is [CH3:20][C:4]1[C:3]([CH:1]=[C:24]([N+:21]([O-:23])=[O:22])[CH3:25])=[CH:8][CH:7]=[CH:6][C:5]=1[NH:9][C:10](=[O:19])[O:11][CH2:12][C:13]1[CH:18]=[CH:17][CH:16]=[CH:15][CH:14]=1. The yield is 0.530. (2) The catalyst is C(Cl)(Cl)Cl. The product is [Br:1][CH:2]1[CH2:6][CH2:7][N:15]([CH:9]2[CH2:14][CH2:13][CH2:12][CH2:11][CH2:10]2)[C:3]1=[O:4]. The yield is 0.340. The reactants are [Br:1][CH:2]([CH2:6][CH2:7]Br)[C:3](Cl)=[O:4].[CH:9]1([NH2:15])[CH2:14][CH2:13][CH2:12][CH2:11][CH2:10]1.[OH-].[Na+].[H-].[Na+]. (3) The reactants are C([O:8][C:9]1[CH:14]=[CH:13][C:12]([CH:15]2[O:20][CH2:19][CH2:18][N:17]([CH2:21][CH2:22][CH3:23])[CH2:16]2)=[CH:11][CH:10]=1)C1C=CC=CC=1.C([O-])=O.[NH4+]. The catalyst is CO.[Pd]. The product is [CH2:21]([N:17]1[CH2:18][CH2:19][O:20][CH:15]([C:12]2[CH:11]=[CH:10][C:9]([OH:8])=[CH:14][CH:13]=2)[CH2:16]1)[CH2:22][CH3:23]. The yield is 0.710. (4) The reactants are [Cl:1][C:2]1[CH:7]=[CH:6][C:5](/[CH:8]=[CH:9]/[C:10]([NH2:12])=[O:11])=[CH:4][C:3]=1[CH2:13][CH3:14]. The catalyst is CCO.[Ni]. The product is [Cl:1][C:2]1[CH:7]=[CH:6][C:5]([CH2:8][CH2:9][C:10]([NH2:12])=[O:11])=[CH:4][C:3]=1[CH2:13][CH3:14]. The yield is 0.921. (5) The reactants are [Cl:1][C:2]1[CH:3]=[C:4]([N:12]2[CH2:17][CH2:16][N:15]([CH2:18][CH2:19][CH2:20][C:21]([N:23]3[CH2:30][CH2:29][C:26]4([CH2:28][CH2:27]4)[C@H:25]([OH:31])[CH2:24]3)=[O:22])[C:14](=[O:32])[C@@H:13]2[CH3:33])[CH:5]=[CH:6][C:7]=1[C:8]([F:11])([F:10])[F:9].CCO. The yield is 0.270. The product is [Cl:1][C:2]1[CH:3]=[C:4]([N:12]2[CH2:17][CH2:16][N:15]([CH2:18][CH2:19][CH2:20][C:21]([N:23]3[CH2:30][CH2:29][C:26]4([CH2:27][CH2:28]4)[C@H:25]([OH:31])[CH2:24]3)=[O:22])[C:14](=[O:32])[C@H:13]2[CH3:33])[CH:5]=[CH:6][C:7]=1[C:8]([F:11])([F:9])[F:10]. The catalyst is CCCCCCC. (6) The reactants are [NH:1]1[C:5]([N:6]([CH2:8][CH2:9][CH2:10][NH:11]C(=O)OC(C)(C)C)[NH2:7])=[N:4][N:3]=[N:2]1.[ClH:19]. The catalyst is CO. The product is [ClH:19].[ClH:19].[NH:4]1[C:5]([N:6]([CH2:8][CH2:9][CH2:10][NH2:11])[NH2:7])=[N:1][N:2]=[N:3]1. The yield is 0.510. (7) The product is [NH2:18][C:19]1[N:24]=[CH:23][C:22](/[CH:5]=[CH:4]/[C:3]([N:2]([CH2:7][C:8]2[C:16]3[C:11](=[CH:12][CH:13]=[CH:14][CH:15]=3)[NH:10][C:9]=2[CH3:17])[CH3:1])=[O:6])=[CH:21][N:20]=1. The catalyst is C(#N)CC.CN(C=O)C.CC([O-])=O.CC([O-])=O.[Pd+2]. The reactants are [CH3:1][N:2]([CH2:7][C:8]1[C:16]2[C:11](=[CH:12][CH:13]=[CH:14][CH:15]=2)[NH:10][C:9]=1[CH3:17])[C:3](=[O:6])[CH:4]=[CH2:5].[NH2:18][C:19]1[N:24]=[CH:23][C:22](Br)=[CH:21][N:20]=1.C1(C)C=CC=CC=1P(C1C=CC=CC=1C)C1C=CC=CC=1C.C(N(C(C)C)CC)(C)C. The yield is 0.650. (8) The reactants are [Cl:1][C:2]1[C:3]([O:12][C:13]2[CH:14]=[C:15]([CH:23]=[CH:24][C:25]=2[CH2:26][CH2:27][CH2:28][O:29][C:30]([NH:32][CH2:33][CH:34]2[CH2:36][CH2:35]2)=[O:31])[O:16][CH2:17][C:18]([O:20]CC)=[O:19])=[N:4][CH:5]=[C:6]([C:8]([F:11])([F:10])[F:9])[CH:7]=1.[OH-].[Na+].Cl. The yield is 1.00. The product is [Cl:1][C:2]1[C:3]([O:12][C:13]2[CH:14]=[C:15]([CH:23]=[CH:24][C:25]=2[CH2:26][CH2:27][CH2:28][O:29][C:30]([NH:32][CH2:33][CH:34]2[CH2:36][CH2:35]2)=[O:31])[O:16][CH2:17][C:18]([OH:20])=[O:19])=[N:4][CH:5]=[C:6]([C:8]([F:11])([F:9])[F:10])[CH:7]=1. The catalyst is O1CCCC1.C(O)C.C1(C)C=CC=CC=1.